This data is from Forward reaction prediction with 1.9M reactions from USPTO patents (1976-2016). The task is: Predict the product of the given reaction. (1) Given the reactants [N:1]1([C:11]([C:13]2[CH:14]=[CH:15][C:16]([C:20]([F:23])([F:22])[F:21])=[C:17]([CH:19]=2)[NH2:18])=[O:12])[C:10]2[C:5](=[CH:6][CH:7]=[CH:8][CH:9]=2)[CH2:4][CH2:3][CH2:2]1.C(=O)([O-])O.[Na+].[N+:29]([C:32]1[CH:40]=[CH:39][CH:38]=[CH:37][C:33]=1[C:34](Cl)=[O:35])([O-:31])=[O:30], predict the reaction product. The product is: [N:1]1([C:11]([C:13]2[CH:14]=[CH:15][C:16]([C:20]([F:21])([F:22])[F:23])=[C:17]([NH:18][C:34](=[O:35])[C:33]3[CH:37]=[CH:38][CH:39]=[CH:40][C:32]=3[N+:29]([O-:31])=[O:30])[CH:19]=2)=[O:12])[C:10]2[C:5](=[CH:6][CH:7]=[CH:8][CH:9]=2)[CH2:4][CH2:3][CH2:2]1. (2) Given the reactants [Cl:1][C:2]1[N:3]=[C:4]([C:9]([NH:11][C@H:12]2[CH2:17][CH2:16][N:15]([C:18]3[S:19][C:20]([C:26]([O:28][CH2:29][CH3:30])=[O:27])=[C:21]([C:23](O)=[O:24])[N:22]=3)[CH2:14][C@H:13]2[O:31][CH2:32][CH3:33])=[O:10])[NH:5][C:6]=1[CH2:7][CH3:8].[CH3:34][O:35][CH2:36][CH2:37][NH2:38].CCN=C=NCCCN(C)C.Cl.C1C=CC2N(O)N=NC=2C=1, predict the reaction product. The product is: [Cl:1][C:2]1[N:3]=[C:4]([C:9]([NH:11][C@H:12]2[CH2:17][CH2:16][N:15]([C:18]3[S:19][C:20]([C:26]([O:28][CH2:29][CH3:30])=[O:27])=[C:21]([C:23](=[O:24])[NH:38][CH2:37][CH2:36][O:35][CH3:34])[N:22]=3)[CH2:14][C@H:13]2[O:31][CH2:32][CH3:33])=[O:10])[NH:5][C:6]=1[CH2:7][CH3:8]. (3) Given the reactants [Cl:1][C:2]1[CH:25]=[C:24]([C:26]([F:29])([F:28])[F:27])[CH:23]=[CH:22][C:3]=1[CH2:4][N:5]1[C:9](/[CH:10]=[CH:11]/[C:12]([O:14]CC)=[O:13])=[CH:8][C:7]([O:17][CH2:18][CH:19]2[CH2:21][CH2:20]2)=[N:6]1.[OH-].[Na+].O1CCCC1, predict the reaction product. The product is: [Cl:1][C:2]1[CH:25]=[C:24]([C:26]([F:29])([F:27])[F:28])[CH:23]=[CH:22][C:3]=1[CH2:4][N:5]1[C:9](/[CH:10]=[CH:11]/[C:12]([OH:14])=[O:13])=[CH:8][C:7]([O:17][CH2:18][CH:19]2[CH2:21][CH2:20]2)=[N:6]1. (4) The product is: [CH:18]1([CH2:23][CH2:24][NH:25][C:15]([C:4]2[C:3]3[C:7](=[CH:8][CH:9]=[CH:10][C:2]=3[Cl:1])[N:6]([CH:11]3[CH2:12][O:13][CH2:14]3)[CH:5]=2)=[O:17])[CH2:22][CH2:21][CH2:20][CH2:19]1. Given the reactants [Cl:1][C:2]1[CH:10]=[CH:9][CH:8]=[C:7]2[C:3]=1[C:4]([C:15]([OH:17])=O)=[CH:5][N:6]2[CH:11]1[CH2:14][O:13][CH2:12]1.[CH:18]1([CH2:23][CH2:24][NH2:25])[CH2:22][CH2:21][CH2:20][CH2:19]1, predict the reaction product.